Dataset: Full USPTO retrosynthesis dataset with 1.9M reactions from patents (1976-2016). Task: Predict the reactants needed to synthesize the given product. (1) Given the product [CH3:1][C:2]1([CH3:49])[O:7][C:6]2[CH:8]=[CH:9][C:10]([C@@H:12]([OH:48])[CH2:13][NH:14][CH2:15][CH2:16][CH2:17][CH2:18][CH2:19][CH2:20][O:21][CH2:22][CH2:23][CH2:24][CH2:25][C:26]3[CH:27]=[C:28]([S:32]([N:35]([CH2:40][O:41][CH2:42][CH2:43][Si:44]([CH3:47])([CH3:46])[CH3:45])[CH2:36][C:37]([NH2:39])=[O:38])(=[O:34])=[O:33])[CH:29]=[CH:30][CH:31]=3)=[CH:11][C:5]=2[CH2:4][O:3]1, predict the reactants needed to synthesize it. The reactants are: [CH3:1][C:2]1([CH3:49])[O:7][C:6]2[CH:8]=[CH:9][C:10]([C@@H:12]([OH:48])[CH2:13][NH:14][CH2:15][CH2:16][CH2:17][CH2:18][CH2:19][CH2:20][O:21][CH2:22][CH2:23][C:24]#[C:25][C:26]3[CH:27]=[C:28]([S:32]([N:35]([CH2:40][O:41][CH2:42][CH2:43][Si:44]([CH3:47])([CH3:46])[CH3:45])[CH2:36][C:37]([NH2:39])=[O:38])(=[O:34])=[O:33])[CH:29]=[CH:30][CH:31]=3)=[CH:11][C:5]=2[CH2:4][O:3]1. (2) Given the product [F:26][P-:27]([F:32])([F:31])([F:30])([F:29])[F:28].[O:1]1[CH:5]=[CH:4][CH:3]=[C:2]1[C:6]([NH:41][CH2:42][CH2:43][N+:44]12[CH2:49][CH2:48][CH:47]([CH2:50][CH2:51]1)[C@@H:46]([C:52](=[O:67])[C:53]([OH:66])([C:60]1[CH:61]=[CH:62][CH:63]=[CH:64][CH:65]=1)[C:54]1[CH:55]=[CH:56][CH:57]=[CH:58][CH:59]=1)[CH2:45]2)=[O:8], predict the reactants needed to synthesize it. The reactants are: [O:1]1[CH:5]=[CH:4][CH:3]=[C:2]1[C:6]([OH:8])=O.CN(C(ON1N=NC2C=CC=NC1=2)=[N+](C)C)C.[F:26][P-:27]([F:32])([F:31])([F:30])([F:29])[F:28].N1CCOCC1.Cl.[Cl-].[NH2:41][CH2:42][CH2:43][N+:44]12[CH2:51][CH2:50][CH:47]([CH2:48][CH2:49]1)[C@@H:46]([C:52](=[O:67])[C:53]([OH:66])([C:60]1[CH:65]=[CH:64][CH:63]=[CH:62][CH:61]=1)[C:54]1[CH:59]=[CH:58][CH:57]=[CH:56][CH:55]=1)[CH2:45]2. (3) The reactants are: [CH3:1][C:2]1[CH:3]=[C:4]([OH:8])[CH:5]=[CH:6][CH:7]=1.Cl[CH2:10][CH2:11][CH2:12][OH:13].[OH-].[Na+]. Given the product [CH3:1][C:2]1[CH:3]=[C:4]([CH:5]=[CH:6][CH:7]=1)[O:8][CH2:10][CH2:11][CH2:12][OH:13], predict the reactants needed to synthesize it. (4) The reactants are: [F:1][C:2]1[CH:9]=[CH:8][C:5](C=O)=[C:4]([CH3:10])[CH:3]=1.C1[O:19][C:14]([CH2:16][CH2:17][NH2:18])([CH3:15])OC1.[C:20]1(C)C=CC(S(O)(=O)=O)=CC=1.C(=O)([O-])[O-].[K+].[K+]. Given the product [F:1][C:2]1[CH:9]=[CH:8][C:5]([N:18]2[CH2:20][CH2:15][C:14](=[O:19])[CH2:16][CH2:17]2)=[C:4]([CH3:10])[CH:3]=1, predict the reactants needed to synthesize it. (5) Given the product [S:25]([NH:35][C:36]([NH:18][C:16]1[N:17]=[C:13]2[CH:12]=[C:11]([C:19]3[CH:20]=[N:21][CH:22]=[CH:23][CH:24]=3)[CH:10]=[C:9]([NH:8][CH:5]3[CH2:6][CH2:7][N:2]([CH3:1])[CH2:3][CH2:4]3)[N:14]2[N:15]=1)=[O:37])([C:28]1[CH:29]=[CH:30][C:31]([CH3:32])=[CH:33][CH:34]=1)(=[O:26])=[O:27], predict the reactants needed to synthesize it. The reactants are: [CH3:1][N:2]1[CH2:7][CH2:6][CH:5]([NH:8][C:9]2[N:14]3[N:15]=[C:16]([NH2:18])[N:17]=[C:13]3[CH:12]=[C:11]([C:19]3[CH:20]=[N:21][CH:22]=[CH:23][CH:24]=3)[CH:10]=2)[CH2:4][CH2:3]1.[S:25]([N:35]=[C:36]=[O:37])([C:28]1[CH:34]=[CH:33][C:31]([CH3:32])=[CH:30][CH:29]=1)(=[O:27])=[O:26].CO.